From a dataset of Forward reaction prediction with 1.9M reactions from USPTO patents (1976-2016). Predict the product of the given reaction. (1) Given the reactants [C:1]([OH:9])(=[O:8])[C:2]1[CH:7]=[CH:6][CH:5]=[N:4][CH:3]=1.[CH2:10]([Br:13])[CH:11]=[CH2:12], predict the reaction product. The product is: [Br-:13].[CH2:12]([N+:4]1[CH:5]=[CH:6][CH:7]=[C:2]([C:1]([OH:9])=[O:8])[CH:3]=1)[CH:11]=[CH2:10]. (2) The product is: [C:18]([NH2:17])(=[O:26])[C:19]1[CH:24]=[CH:23][CH:22]=[N:21][CH:20]=1. Given the reactants C(NC1C=C([NH:17][C:18](=[O:26])[C:19]2[CH:24]=[CH:23][C:22](Cl)=[N:21][CH:20]=2)C=CC=1Cl)(=O)C1C=CC=CC=1.C[C@H]1O[C@@H](C)CNC1, predict the reaction product. (3) Given the reactants Br[C:2]1[CH:3]=[CH:4][CH:5]=[C:6]2[C:10]=1[C:9](=[O:11])[N:8]([CH2:12][CH2:13][C:14]1[N:15]=[C:16]3[CH:21]=[CH:20][CH:19]=[CH:18][N:17]3[CH:22]=1)[CH2:7]2.[N:23]1[CH:28]=[CH:27][CH:26]=[C:25](B(O)O)[CH:24]=1.C([O-])([O-])=O.[Cs+].[Cs+], predict the reaction product. The product is: [N:15]1[C:14]([CH2:13][CH2:12][N:8]2[CH2:7][C:6]3[C:10](=[C:2]([C:25]4[CH:24]=[N:23][CH:28]=[CH:27][CH:26]=4)[CH:3]=[CH:4][CH:5]=3)[C:9]2=[O:11])=[CH:22][N:17]2[CH:18]=[CH:19][CH:20]=[CH:21][C:16]=12. (4) Given the reactants Cl[C:2](Cl)(Cl)[CH:3]([OH:5])O.[OH2:8].O.O.O.O.O.O.O.O.O.S([O-])([O-])(=O)=O.[Na+].[Na+].Cl.[NH2:26]O.[O:28]([C:35]1[CH:36]=[C:37]([CH:39]=[CH:40][CH:41]=1)[NH2:38])[C:29]1[CH:34]=[CH:33][CH:32]=[CH:31][CH:30]=1, predict the reaction product. The product is: [OH:8][N:26]=[CH:2][C:3]([NH:38][C:37]1[CH:39]=[CH:40][CH:41]=[C:35]([O:28][C:29]2[CH:30]=[CH:31][CH:32]=[CH:33][CH:34]=2)[CH:36]=1)=[O:5]. (5) The product is: [Cl:11][C:8]1[CH:9]=[CH:10][C:3]([O:2][CH3:1])=[C:4]([CH:7]=1)[CH:5]=[O:6]. Given the reactants [CH3:1][O:2][C:3]1[CH:10]=[CH:9][CH:8]=[CH:7][C:4]=1[CH:5]=[O:6].[Cl:11][O-].[Ca+2].Cl[O-], predict the reaction product. (6) Given the reactants Br[C:2]1[C:10]2[NH:9][C:8](=[O:11])[NH:7][C:6]=2[CH:5]=[C:4]([C:12]([F:15])([F:14])[F:13])[CH:3]=1.[F:16][C:17]1[CH:18]=[C:19](B(O)O)[CH:20]=[C:21]([F:24])[C:22]=1[F:23].C([O-])([O-])=O.[Na+].[Na+].O.C(COC)OC, predict the reaction product. The product is: [F:13][C:12]([F:15])([F:14])[C:4]1[CH:3]=[C:2]([C:19]2[CH:18]=[C:17]([F:16])[C:22]([F:23])=[C:21]([F:24])[CH:20]=2)[C:10]2[NH:9][C:8](=[O:11])[NH:7][C:6]=2[CH:5]=1.